Dataset: Reaction yield outcomes from USPTO patents with 853,638 reactions. Task: Predict the reaction yield, written as a fraction of the theoretical maximum amount of product (1.0 means a 100% yield; for example, 0.34 means a 34% yield). (1) The reactants are [N:1]1([C:7]2[CH:14]=[CH:13][C:10]([C:11]#[N:12])=[CH:9][CH:8]=2)[CH2:6][CH2:5][O:4][CH2:3][CH2:2]1.[H-].[H-].[H-].[H-].[Li+].[Al+3].[OH-].[Na+].O. The catalyst is C1COCC1. The product is [N:1]1([C:7]2[CH:8]=[CH:9][C:10]([CH2:11][NH2:12])=[CH:13][CH:14]=2)[CH2:6][CH2:5][O:4][CH2:3][CH2:2]1. The yield is 0.230. (2) The reactants are [C:1]([CH2:4][CH2:5][CH2:6][O:7][C:8]1[CH:13]=[CH:12][C:11]([S:14]([C:17]2([C:23](OC(C)(C)C)=[O:24])[CH2:22][CH2:21][O:20][CH2:19][CH2:18]2)(=[O:16])=[O:15])=[CH:10][CH:9]=1)(O)=[O:2].O.[OH:31][N:32]1C2C=CC=CC=2N=N1.C(N(CC)CC)C.[F:48][C:49]([F:62])([F:61])[O:50][C:51]1[CH:60]=[CH:59][C:54]([C:55](=[N:57]O)[NH2:56])=[CH:53][CH:52]=1.Cl.CN(C)CCCN=C=NCC. No catalyst specified. The product is [OH:31][NH:32][C:23]([C:17]1([S:14]([C:11]2[CH:10]=[CH:9][C:8]([O:7][CH2:6][CH2:5][CH2:4][C:1]3[O:2][N:57]=[C:55]([C:54]4[CH:59]=[CH:60][C:51]([O:50][C:49]([F:62])([F:61])[F:48])=[CH:52][CH:53]=4)[N:56]=3)=[CH:13][CH:12]=2)(=[O:15])=[O:16])[CH2:18][CH2:19][O:20][CH2:21][CH2:22]1)=[O:24]. The yield is 0.810. (3) The reactants are [CH2:1]([C:8]1([OH:31])[CH2:13][CH2:12][N:11]([CH2:14][CH2:15][NH:16][C:17]([NH:19][C:20]2[C:29]3[C:24](=[CH:25][CH:26]=[CH:27][CH:28]=3)[N:23]=[C:22]([CH3:30])[CH:21]=2)=[O:18])[CH2:10][CH2:9]1)[C:2]1[CH:7]=[CH:6][CH:5]=[CH:4][CH:3]=1.[OH:32][S:33]([OH:36])(=[O:35])=[O:34]. The catalyst is CO. The product is [S:33]([OH:36])([OH:35])(=[O:34])=[O:32].[CH2:1]([C:8]1([OH:31])[CH2:9][CH2:10][N:11]([CH2:14][CH2:15][NH:16][C:17]([NH:19][C:20]2[C:29]3[C:24](=[CH:25][CH:26]=[CH:27][CH:28]=3)[N:23]=[C:22]([CH3:30])[CH:21]=2)=[O:18])[CH2:12][CH2:13]1)[C:2]1[CH:7]=[CH:6][CH:5]=[CH:4][CH:3]=1. The yield is 0.830. (4) The reactants are Br[C:2]1[CH:11]=[CH:10][C:5]([C:6]([O:8][CH3:9])=[O:7])=[C:4]([O:12][CH3:13])[CH:3]=1.[CH3:14][C:15]([CH3:19])([CH3:18])[C:16]#[CH:17]. The yield is 0.910. The catalyst is CCN(CC)CC.[Cu]I.Cl[Pd](Cl)([P](C1C=CC=CC=1)(C1C=CC=CC=1)C1C=CC=CC=1)[P](C1C=CC=CC=1)(C1C=CC=CC=1)C1C=CC=CC=1. The product is [CH3:13][O:12][C:4]1[CH:3]=[C:2]([C:17]#[C:16][C:15]([CH3:19])([CH3:18])[CH3:14])[CH:11]=[CH:10][C:5]=1[C:6]([O:8][CH3:9])=[O:7].